From a dataset of Forward reaction prediction with 1.9M reactions from USPTO patents (1976-2016). Predict the product of the given reaction. (1) The product is: [C:18]([O:24][CH2:25][N:8]1[C:4]2[N:5]=[N:6][CH:7]=[C:2]([Cl:1])[C:3]=2[CH:10]=[CH:9]1)(=[O:23])[C:19]([CH3:22])([CH3:21])[CH3:20]. Given the reactants [Cl:1][C:2]1[C:3]2[CH:10]=[CH:9][NH:8][C:4]=2[N:5]=[N:6][CH:7]=1.C(N(CC)CC)C.[C:18]([O:24][CH2:25]Cl)(=[O:23])[C:19]([CH3:22])([CH3:21])[CH3:20], predict the reaction product. (2) Given the reactants [NH:1]1[C:9]2[C:4](=[CH:5][CH:6]=[CH:7][N:8]=2)[CH:3]=[CH:2]1.Cl.[CH3:11][NH:12][CH3:13].[CH2:14]=O.Cl, predict the reaction product. The product is: [CH3:11][N:12]([CH3:14])[CH2:13][C:3]1[C:4]2[C:9](=[N:8][CH:7]=[CH:6][CH:5]=2)[NH:1][CH:2]=1. (3) Given the reactants C([O:5][C:6](=[O:41])[CH2:7][C@H:8]([NH:23][C:24]([O:26][CH2:27][CH:28]1[C:40]2[CH:39]=[CH:38][CH:37]=[CH:36][C:35]=2[C:34]2[C:29]1=[CH:30][CH:31]=[CH:32][CH:33]=2)=[O:25])[C:9]([NH:11][CH2:12][CH2:13][CH2:14][CH2:15][CH2:16][CH2:17][CH2:18][CH2:19][CH2:20][CH2:21][CH3:22])=[O:10])(C)(C)C, predict the reaction product. The product is: [CH:30]1[C:29]2[CH:28]([CH2:27][O:26][C:24]([NH:23][C@H:8]([C:9]([NH:11][CH2:12][CH2:13][CH2:14][CH2:15][CH2:16][CH2:17][CH2:18][CH2:19][CH2:20][CH2:21][CH3:22])=[O:10])[CH2:7][C:6]([OH:41])=[O:5])=[O:25])[C:40]3[C:35](=[CH:36][CH:37]=[CH:38][CH:39]=3)[C:34]=2[CH:33]=[CH:32][CH:31]=1. (4) The product is: [Cl:19][C:13]1[CH:14]=[C:15]([Cl:18])[CH:16]=[CH:17][C:12]=1[C:10]1[N:1]=[C:2]2[N:6]([CH:9]=1)[CH:5]=[C:4]([CH3:7])[S:3]2. Given the reactants [NH2:1][C:2]1[S:3][C:4]([CH3:7])=[CH:5][N:6]=1.Br[CH2:9][C:10]([C:12]1[CH:17]=[CH:16][C:15]([Cl:18])=[CH:14][C:13]=1[Cl:19])=O.C([O-])([O-])=O.[K+].[K+], predict the reaction product. (5) Given the reactants CS([C:5]1[N:10]=[C:9]([C:11]2[CH:16]=[CH:15][C:14]([Cl:17])=[CH:13][C:12]=2[Cl:18])[C:8]([C:19]2[CH:24]=[CH:23][C:22]([Cl:25])=[CH:21][CH:20]=2)=[CH:7][N:6]=1)(=O)=O.[NH3:26], predict the reaction product. The product is: [NH2:26][C:5]1[N:10]=[C:9]([C:11]2[CH:16]=[CH:15][C:14]([Cl:17])=[CH:13][C:12]=2[Cl:18])[C:8]([C:19]2[CH:24]=[CH:23][C:22]([Cl:25])=[CH:21][CH:20]=2)=[CH:7][N:6]=1. (6) Given the reactants [CH3:1][C:2]1([CH3:36])[O:7][C:6]2[CH:8]=[CH:9][C:10]([C@H:12]3[O:16][C:15](=[O:17])[N:14]([CH2:18][CH2:19][CH2:20][CH2:21][CH2:22][CH2:23][O:24][CH2:25][CH2:26][O:27][CH2:28][C:29]4[CH:34]=[CH:33][CH:32]=[C:31](I)[CH:30]=4)[CH2:13]3)=[CH:11][C:5]=2[CH2:4][O:3]1.P([O-])([O-])([O-])=O.[K+].[K+].[K+], predict the reaction product. The product is: [CH3:1][C:2]1([CH3:36])[O:7][C:6]2[CH:8]=[CH:9][C:10]([C@H:12]3[O:16][C:15](=[O:17])[N:14]([CH2:18][CH2:19][CH2:20][CH2:21][CH2:22][CH2:23][O:24][CH2:25][CH2:26][O:27][CH2:28][C:29]4[CH:30]=[C:31]([C:11]5[CH:10]=[CH:9][CH:8]=[C:6]([OH:7])[CH:5]=5)[CH:32]=[CH:33][CH:34]=4)[CH2:13]3)=[CH:11][C:5]=2[CH2:4][O:3]1. (7) Given the reactants [S:1]1[CH:5]=[CH:4][CH:3]=[CH:2]1.C([Li])CCC.C1C=CC(S(N(S(C2C=CC=CC=2)(=O)=O)[F:21])(=O)=O)=CC=1.C(O[B:35]1[O:39][C:38]([CH3:41])([CH3:40])[C:37]([CH3:43])([CH3:42])[O:36]1)(C)C, predict the reaction product. The product is: [F:21][C:5]1[S:1][C:2]([B:35]2[O:39][C:38]([CH3:41])([CH3:40])[C:37]([CH3:43])([CH3:42])[O:36]2)=[CH:3][CH:4]=1. (8) Given the reactants [Cl:1][C:2]1[CH:7]=[CH:6][CH:5]=[C:4]([N+:8]([O-])=O)[C:3]=1[CH2:11][S:12][C:13]1[N:18]=[C:17]([OH:19])[CH:16]=[C:15]([CH3:20])[N:14]=1.O.[NH4+].[Cl-], predict the reaction product. The product is: [NH2:8][C:4]1[CH:5]=[CH:6][CH:7]=[C:2]([Cl:1])[C:3]=1[CH2:11][S:12][C:13]1[N:18]=[C:17]([OH:19])[CH:16]=[C:15]([CH3:20])[N:14]=1. (9) The product is: [CH3:1][C:2]1[C:3]([N:9]2[CH2:14][CH2:13][CH2:12][CH2:11][CH2:10]2)=[C:4]([NH:8][C:22]([C:20]2[O:21][C:17]([C:15]#[N:16])=[CH:18][CH:19]=2)=[O:23])[CH:5]=[CH:6][CH:7]=1. Given the reactants [CH3:1][C:2]1[C:3]([N:9]2[CH2:14][CH2:13][CH2:12][CH2:11][CH2:10]2)=[C:4]([NH2:8])[CH:5]=[CH:6][CH:7]=1.[C:15]([C:17]1[O:21][C:20]([C:22](Cl)=[O:23])=[CH:19][CH:18]=1)#[N:16].CCN(C(C)C)C(C)C, predict the reaction product. (10) Given the reactants [C:1]([O:5][C:6]([C:8]1[CH:9]=[C:10](Br)[CH:11]=[C:12]2[C:17]=1[O:16][C:15]([CH3:19])([CH3:18])[CH2:14][C:13]2([CH3:21])[CH3:20])=[O:7])([CH3:4])([CH3:3])[CH3:2].C(N(CC)CC)C.[CH3:30][Si:31]([C:34]#[CH:35])([CH3:33])[CH3:32].C(OCC)(=O)C, predict the reaction product. The product is: [C:1]([O:5][C:6]([C:8]1[CH:9]=[C:10]([C:35]#[C:34][Si:31]([CH3:33])([CH3:32])[CH3:30])[CH:11]=[C:12]2[C:17]=1[O:16][C:15]([CH3:19])([CH3:18])[CH2:14][C:13]2([CH3:21])[CH3:20])=[O:7])([CH3:4])([CH3:3])[CH3:2].